The task is: Predict the product of the given reaction.. This data is from Forward reaction prediction with 1.9M reactions from USPTO patents (1976-2016). (1) The product is: [Cl:34][C:35]1[C:36]([C:37]([N:11]2[CH2:10][CH2:9][C:8]([C:4]3[CH:5]=[CH:6][CH:7]=[C:2]([F:1])[CH:3]=3)([CH2:14][CH2:15][N:16]3[C@H:21]4[CH2:22][CH2:23][C@@H:17]3[CH2:18][CH:19]([N:24]3[C:28]5[CH:29]=[CH:30][CH:31]=[CH:32][C:27]=5[N:26]=[C:25]3[CH3:33])[CH2:20]4)[CH2:13][CH2:12]2)=[O:38])=[CH:40][C:41]([S:45]([NH:48][CH2:49][C:50]([F:52])([F:51])[F:53])(=[O:46])=[O:47])=[C:42]([F:44])[CH:43]=1. Given the reactants [F:1][C:2]1[CH:3]=[C:4]([C:8]2([CH2:14][CH2:15][N:16]3[C@H:21]4[CH2:22][CH2:23][C@@H:17]3[CH2:18][CH:19]([N:24]3[C:28]5[CH:29]=[CH:30][CH:31]=[CH:32][C:27]=5[N:26]=[C:25]3[CH3:33])[CH2:20]4)[CH2:13][CH2:12][NH:11][CH2:10][CH2:9]2)[CH:5]=[CH:6][CH:7]=1.[Cl:34][C:35]1[CH:43]=[C:42]([F:44])[C:41]([S:45]([NH:48][CH2:49][C:50]([F:53])([F:52])[F:51])(=[O:47])=[O:46])=[CH:40][C:36]=1[C:37](O)=[O:38].CN(C(ON1N=NC2C=CC=NC1=2)=[N+](C)C)C.F[P-](F)(F)(F)(F)F, predict the reaction product. (2) Given the reactants [C:1]([C:3]1[CH:26]=[CH:25][C:6]([O:7][C:8]2[CH:13]=[CH:12][C:11]([C:14]3[N:19]=[C:18]([C:20]([OH:22])=[O:21])[CH:17]=[C:16]([CH:23]=[CH2:24])[N:15]=3)=[CH:10][CH:9]=2)=[CH:5][C:4]=1[C:27]([F:30])([F:29])[F:28])#[N:2].[C:31](=O)([O-])[O-].[K+].[K+].IC, predict the reaction product. The product is: [C:1]([C:3]1[CH:26]=[CH:25][C:6]([O:7][C:8]2[CH:13]=[CH:12][C:11]([C:14]3[N:19]=[C:18]([C:20]([O:22][CH3:31])=[O:21])[CH:17]=[C:16]([CH:23]=[CH2:24])[N:15]=3)=[CH:10][CH:9]=2)=[CH:5][C:4]=1[C:27]([F:30])([F:29])[F:28])#[N:2].